This data is from Forward reaction prediction with 1.9M reactions from USPTO patents (1976-2016). The task is: Predict the product of the given reaction. (1) Given the reactants C(O[C:9](=[O:34])[CH:10]([NH:26][C:27]([O:29][C:30]([CH3:33])([CH3:32])[CH3:31])=[O:28])[CH2:11][C:12]1[C:20]2[C:15](=[CH:16][CH:17]=[CH:18][CH:19]=2)[N:14]([CH2:21][CH2:22][CH2:23][CH2:24][CH3:25])[CH:13]=1)C1C=CC=CC=1.[OH-].[Na+].CCN=C=NCCCN(C)C.Cl.[C:49]([O:68][NH2:69])([C:62]1[CH:67]=[CH:66][CH:65]=[CH:64][CH:63]=1)([C:56]1[CH:61]=[CH:60][CH:59]=[CH:58][CH:57]=1)[C:50]1[CH:55]=[CH:54][CH:53]=[CH:52][CH:51]=1, predict the reaction product. The product is: [C:30]([O:29][C:27]([NH:26][CH:10]([CH2:11][C:12]1[C:20]2[C:15](=[CH:16][CH:17]=[CH:18][CH:19]=2)[N:14]([CH2:21][CH2:22][CH2:23][CH2:24][CH3:25])[CH:13]=1)[C:9]([NH:69][O:68][C:49]([C:50]1[CH:55]=[CH:54][CH:53]=[CH:52][CH:51]=1)([C:62]1[CH:63]=[CH:64][CH:65]=[CH:66][CH:67]=1)[C:56]1[CH:57]=[CH:58][CH:59]=[CH:60][CH:61]=1)=[O:34])=[O:28])([CH3:33])([CH3:32])[CH3:31]. (2) Given the reactants Cl[C:2]1[CH:7]=[CH:6][N:5]2[C:8](=[O:23])[N:9]([CH2:11][C:12]3[C:13]([CH3:22])=[N:14][C:15]([C:18]([F:21])([F:20])[F:19])=[CH:16][CH:17]=3)[N:10]=[C:4]2[C:3]=1[C:24]1[CH:29]=[CH:28][N:27]=[CH:26][CH:25]=1.[F:30][C:31]([F:42])([F:41])[C:32]1[CH:37]=[CH:36][C:35](B(O)O)=[CH:34][CH:33]=1.C(=O)([O-])[O-].[Na+].[Na+], predict the reaction product. The product is: [CH3:22][C:13]1[C:12]([CH2:11][N:9]2[C:8](=[O:23])[N:5]3[CH:6]=[CH:7][C:2]([C:35]4[CH:36]=[CH:37][C:32]([C:31]([F:42])([F:41])[F:30])=[CH:33][CH:34]=4)=[C:3]([C:24]4[CH:29]=[CH:28][N:27]=[CH:26][CH:25]=4)[C:4]3=[N:10]2)=[CH:17][CH:16]=[C:15]([C:18]([F:21])([F:20])[F:19])[N:14]=1. (3) Given the reactants [F:1][CH:2]([F:14])[O:3][C:4]1[CH:12]=[CH:11][CH:10]=[C:9]2[C:5]=1[CH2:6][CH2:7][C@@H:8]2[OH:13].[CH3:15][O:16][C:17](=[O:29])[CH2:18][C@H:19]1[C:23]2[CH:24]=[CH:25][C:26](O)=[CH:27][C:22]=2[O:21][CH2:20]1, predict the reaction product. The product is: [CH3:15][O:16][C:17](=[O:29])[CH2:18][C@H:19]1[C:23]2[CH:24]=[CH:25][C:26]([O:13][C@H:8]3[C:9]4[C:5](=[C:4]([O:3][CH:2]([F:14])[F:1])[CH:12]=[CH:11][CH:10]=4)[CH2:6][CH2:7]3)=[CH:27][C:22]=2[O:21][CH2:20]1. (4) Given the reactants C[O:2][C:3]1[N:8]=[CH:7][C:6]([CH:9]([C:14]#[C:15][CH3:16])[CH2:10][C:11]([OH:13])=[O:12])=[CH:5][CH:4]=1.O1CCOCC1.Cl, predict the reaction product. The product is: [OH:2][C:3]1[N:8]=[CH:7][C:6]([CH:9]([C:14]#[C:15][CH3:16])[CH2:10][C:11]([OH:13])=[O:12])=[CH:5][CH:4]=1. (5) The product is: [CH3:1][O:2][C:3]1[N:4]=[C:5]2[C:10](=[CH:11][CH:12]=1)[N:9]=[CH:8][CH:7]=[C:6]2[C@H:13]([OH:14])[CH2:15][N:21]1[CH2:22][CH2:23][N:18]([N:16]=[O:17])[CH2:19][CH2:20]1. Given the reactants [CH3:1][O:2][C:3]1[CH:12]=[CH:11][C:10]2[C:5](=[C:6]([CH:13]3[CH2:15][O:14]3)[CH:7]=[CH:8][N:9]=2)[N:4]=1.[N:16]([N:18]1[CH2:23][CH2:22][NH:21][CH2:20][CH2:19]1)=[O:17], predict the reaction product. (6) Given the reactants [NH2:1][CH2:2][CH2:3][CH2:4][CH2:5][N:6]1[C:18]2[C:17]3[CH:16]=[CH:15][CH:14]=[CH:13][C:12]=3[N:11]=[C:10]([NH2:19])[C:9]=2[N:8]=[C:7]1[CH2:20][CH2:21][O:22][CH3:23].[CH3:24][CH2:25][CH2:26][CH2:27][C:28]1[CH:29]=[CH:30][C:31]([C:34](O)=[O:35])=[N:32][CH:33]=1, predict the reaction product. The product is: [NH2:19][C:10]1[C:9]2[N:8]=[C:7]([CH2:20][CH2:21][O:22][CH3:23])[N:6]([CH2:5][CH2:4][CH2:3][CH2:2][NH:1][C:34]([C:31]3[CH:30]=[CH:29][C:28]([CH2:27][CH2:26][CH2:25][CH3:24])=[CH:33][N:32]=3)=[O:35])[C:18]=2[C:17]2[CH:16]=[CH:15][CH:14]=[CH:13][C:12]=2[N:11]=1.